Predict which catalyst facilitates the given reaction. From a dataset of Catalyst prediction with 721,799 reactions and 888 catalyst types from USPTO. (1) Reactant: Cl[C:2]1[N:10]=[CH:9][C:8]2[NH:7][C:6]3[N:11]=[CH:12][C:13]([O:16][CH2:17][CH2:18][O:19][CH3:20])=[C:14](I)[C:5]=3[C:4]=2[CH:3]=1.[CH3:21][N:22]([CH3:43])[CH2:23][CH2:24][NH:25][C:26](=[O:42])[C:27]1[CH:32]=[CH:31][C:30](B2OC(C)(C)C(C)(C)O2)=[CH:29][CH:28]=1.C(=O)([O-])[O-].[Cs+].[Cs+].O. Product: [CH3:43][N:22]([CH3:21])[CH2:23][CH2:24][NH:25][C:26](=[O:42])[C:27]1[CH:28]=[CH:29][C:30]([C:14]2[C:13]([O:16][CH2:17][CH2:18][O:19][CH3:20])=[CH:12][N:11]=[C:6]3[NH:7][C:8]4[C:4]([C:5]=23)=[CH:3][C:2]([C:8]2[CH:9]=[N:10][CH:2]=[CH:3][CH:4]=2)=[N:10][CH:9]=4)=[CH:31][CH:32]=1. The catalyst class is: 77. (2) The catalyst class is: 19. Reactant: Br[C:2]1[S:10][C:9]2[CH2:8][CH2:7][O:6][CH:5]([CH2:11][NH:12][CH3:13])[C:4]=2[C:3]=1[C:14]([F:17])([F:16])[F:15].[H][H]. Product: [CH3:13][NH:12][CH2:11][CH:5]1[C:4]2[C:3]([C:14]([F:17])([F:15])[F:16])=[CH:2][S:10][C:9]=2[CH2:8][CH2:7][O:6]1. (3) Reactant: [CH:1]1([C:4]2[CH:9]=[CH:8][C:7]([CH2:10][C:11]([OH:13])=O)=[CH:6][CH:5]=2)[CH2:3][CH2:2]1.[CH2:14]([C@@H:21]1[CH2:25][O:24][C:23](=[O:26])[NH:22]1)[C:15]1[CH:20]=[CH:19][CH:18]=[CH:17][CH:16]=1.C(N(CC)CC)C.C(Cl)(=O)C(C)(C)C. Product: [CH2:14]([C@@H:21]1[CH2:25][O:24][C:23](=[O:26])[N:22]1[C:11](=[O:13])[CH2:10][C:7]1[CH:6]=[CH:5][C:4]([CH:1]2[CH2:2][CH2:3]2)=[CH:9][CH:8]=1)[C:15]1[CH:16]=[CH:17][CH:18]=[CH:19][CH:20]=1. The catalyst class is: 11. (4) Product: [OH:7][CH2:6][C:5]1[CH:4]=[C:3]([CH:10]=[CH:9][CH:8]=1)[C:1]#[N:2]. The catalyst class is: 170. Reactant: [C:1]([C:3]1[CH:4]=[C:5]([CH:8]=[CH:9][CH:10]=1)[CH:6]=[O:7])#[N:2].CO.C1COCC1.[BH4-].[Na+]. (5) The catalyst class is: 339. Product: [N:35]1[CH:36]=[CH:37][CH:38]=[C:33](/[CH:32]=[CH:31]/[C:2]2[C:10]3[C:5](=[CH:6][C:7]([C@H:20]4[C@@:13]5([C:14]6[C:19](=[CH:18][CH:17]=[CH:16][CH:15]=6)[NH:11][C:12]5=[O:22])[CH2:21]4)=[CH:8][CH:9]=3)[NH:4][N:3]=2)[CH:34]=1. Reactant: I[C:2]1[C:10]2[C:5](=[CH:6][CH:7]=[CH:8][CH:9]=2)[NH:4][N:3]=1.[NH:11]1[C:19]2[C:14](=[CH:15][CH:16]=[CH:17][CH:18]=2)[C:13]2([CH2:21][CH2:20]2)[C:12]1=[O:22].CC1(C)C(C)(C)OB(/[CH:31]=[CH:32]/[C:33]2[CH:34]=[N:35][CH:36]=[CH:37][CH:38]=2)O1.C(OCC)(=O)C. (6) Reactant: [CH2:1]([O:8][C:9]([NH:11][C@@H:12]([CH2:20][S:21][CH2:22][C@H:23]([O:37][C:38](=[O:48])[NH:39][CH2:40][CH2:41][CH2:42][CH2:43][CH2:44][CH2:45][CH2:46][CH3:47])[CH2:24][O:25][C:26](=[O:36])[NH:27][CH2:28][CH2:29][CH2:30][CH2:31][CH2:32][CH2:33][CH2:34][CH3:35])[C:13]([O:15]C(C)(C)C)=[O:14])=[O:10])[C:2]1[CH:7]=[CH:6][CH:5]=[CH:4][CH:3]=1. Product: [CH2:1]([O:8][C:9]([NH:11][C@@H:12]([CH2:20][S:21][CH2:22][C@H:23]([O:37][C:38](=[O:48])[NH:39][CH2:40][CH2:41][CH2:42][CH2:43][CH2:44][CH2:45][CH2:46][CH3:47])[CH2:24][O:25][C:26](=[O:36])[NH:27][CH2:28][CH2:29][CH2:30][CH2:31][CH2:32][CH2:33][CH2:34][CH3:35])[C:13]([OH:15])=[O:14])=[O:10])[C:2]1[CH:3]=[CH:4][CH:5]=[CH:6][CH:7]=1. The catalyst class is: 137. (7) Reactant: [CH3:1][O:2][CH2:3][C:4](=[O:13])[CH2:5][C:6]([O:8][C:9]([CH3:12])([CH3:11])[CH3:10])=[O:7].C(=O)([O-])[O-].[K+].[K+].I[CH2:21][CH2:22][CH2:23][CH2:24][C:25]([O:27][CH2:28][CH3:29])=[O:26]. Product: [CH3:1][O:2][CH2:3][C:4]([CH:5]([CH2:21][CH2:22][CH2:23][CH2:24][C:25]([O:27][CH2:28][CH3:29])=[O:26])[C:6]([O:8][C:9]([CH3:10])([CH3:12])[CH3:11])=[O:7])=[O:13]. The catalyst class is: 9. (8) Reactant: [C:1]1([N:7]=[C:8]=[O:9])[CH:6]=[CH:5][CH:4]=[CH:3][CH:2]=1.[CH3:10][O:11][C:12]1[C:13]([N:25]2[CH2:30][CH2:29][O:28][CH2:27][CH2:26]2)=[N:14][C:15]([C:18]2[CH:23]=[CH:22][C:21]([OH:24])=[CH:20][CH:19]=2)=[N:16][CH:17]=1. Product: [CH3:10][O:11][C:12]1[C:13]([N:25]2[CH2:30][CH2:29][O:28][CH2:27][CH2:26]2)=[N:14][C:15]([C:18]2[CH:23]=[CH:22][C:21]([O:24][C:8](=[O:9])[NH:7][C:1]3[CH:6]=[CH:5][CH:4]=[CH:3][CH:2]=3)=[CH:20][CH:19]=2)=[N:16][CH:17]=1. The catalyst class is: 12. (9) Reactant: [Cl:1][C:2]1[CH:3]=[C:4]([C:9]2[S:10][CH:11]=[C:12]([C:15]([CH3:17])=O)[C:13]=2[OH:14])[CH:5]=[CH:6][C:7]=1[Cl:8].O.[NH2:19][NH2:20]. Product: [Cl:1][C:2]1[CH:3]=[C:4]([C:9]2[S:10][CH:11]=[C:12]([C:15](=[N:19][NH2:20])[CH3:17])[C:13]=2[OH:14])[CH:5]=[CH:6][C:7]=1[Cl:8]. The catalyst class is: 32.